This data is from NCI-60 drug combinations with 297,098 pairs across 59 cell lines. The task is: Regression. Given two drug SMILES strings and cell line genomic features, predict the synergy score measuring deviation from expected non-interaction effect. (1) Drug 1: C1CC(=O)NC(=O)C1N2C(=O)C3=CC=CC=C3C2=O. Drug 2: CC1C(C(CC(O1)OC2CC(CC3=C2C(=C4C(=C3O)C(=O)C5=CC=CC=C5C4=O)O)(C(=O)C)O)N)O. Cell line: HCT116. Synergy scores: CSS=35.8, Synergy_ZIP=1.87, Synergy_Bliss=1.13, Synergy_Loewe=-37.3, Synergy_HSA=1.10. (2) Drug 1: CC12CCC3C(C1CCC2=O)CC(=C)C4=CC(=O)C=CC34C. Drug 2: C1CCC(C(C1)N)N.C(=O)(C(=O)[O-])[O-].[Pt+4]. Cell line: HT29. Synergy scores: CSS=35.0, Synergy_ZIP=-1.27, Synergy_Bliss=0.802, Synergy_Loewe=-8.00, Synergy_HSA=2.94. (3) Drug 1: C1=C(C(=O)NC(=O)N1)F. Drug 2: CCC1(C2=C(COC1=O)C(=O)N3CC4=CC5=C(C=CC(=C5CN(C)C)O)N=C4C3=C2)O.Cl. Cell line: SK-MEL-2. Synergy scores: CSS=31.9, Synergy_ZIP=-0.889, Synergy_Bliss=-5.24, Synergy_Loewe=-4.30, Synergy_HSA=-4.23. (4) Cell line: DU-145. Synergy scores: CSS=-2.02, Synergy_ZIP=3.99, Synergy_Bliss=3.96, Synergy_Loewe=1.99, Synergy_HSA=-3.18. Drug 1: C#CCC(CC1=CN=C2C(=N1)C(=NC(=N2)N)N)C3=CC=C(C=C3)C(=O)NC(CCC(=O)O)C(=O)O. Drug 2: C1C(C(OC1N2C=NC(=NC2=O)N)CO)O. (5) Drug 1: CN(CC1=CN=C2C(=N1)C(=NC(=N2)N)N)C3=CC=C(C=C3)C(=O)NC(CCC(=O)O)C(=O)O. Drug 2: CN(C(=O)NC(C=O)C(C(C(CO)O)O)O)N=O. Cell line: ACHN. Synergy scores: CSS=46.9, Synergy_ZIP=1.30, Synergy_Bliss=-0.710, Synergy_Loewe=-48.7, Synergy_HSA=-6.27. (6) Drug 1: CC1C(C(=O)NC(C(=O)N2CCCC2C(=O)N(CC(=O)N(C(C(=O)O1)C(C)C)C)C)C(C)C)NC(=O)C3=C4C(=C(C=C3)C)OC5=C(C(=O)C(=C(C5=N4)C(=O)NC6C(OC(=O)C(N(C(=O)CN(C(=O)C7CCCN7C(=O)C(NC6=O)C(C)C)C)C)C(C)C)C)N)C. Drug 2: C(CN)CNCCSP(=O)(O)O. Cell line: MDA-MB-231. Synergy scores: CSS=11.0, Synergy_ZIP=-4.55, Synergy_Bliss=-0.362, Synergy_Loewe=-12.3, Synergy_HSA=-0.546. (7) Drug 1: CN(C)N=NC1=C(NC=N1)C(=O)N. Drug 2: C1=NC(=NC(=O)N1C2C(C(C(O2)CO)O)O)N. Cell line: T-47D. Synergy scores: CSS=2.25, Synergy_ZIP=7.05, Synergy_Bliss=2.32, Synergy_Loewe=-0.451, Synergy_HSA=-0.138.